The task is: Regression. Given a peptide amino acid sequence and an MHC pseudo amino acid sequence, predict their binding affinity value. This is MHC class II binding data.. This data is from Peptide-MHC class II binding affinity with 134,281 pairs from IEDB. (1) The peptide sequence is MKLVMAFIAFLRFLA. The MHC is DRB1_0802 with pseudo-sequence DRB1_0802. The binding affinity (normalized) is 0.392. (2) The peptide sequence is SEDLGKTFSVGTGNC. The MHC is DRB1_0701 with pseudo-sequence DRB1_0701. The binding affinity (normalized) is 0.511. (3) The peptide sequence is RNVFDEVIPTAFSIG. The MHC is DRB1_0405 with pseudo-sequence DRB1_0405. The binding affinity (normalized) is 0.590. (4) The peptide sequence is FDPYGATISATPESA. The MHC is HLA-DQA10501-DQB10201 with pseudo-sequence HLA-DQA10501-DQB10201. The binding affinity (normalized) is 0.407. (5) The peptide sequence is RTLNKIVYIKPAKNI. The MHC is HLA-DQA10101-DQB10501 with pseudo-sequence HLA-DQA10101-DQB10501. The binding affinity (normalized) is 0.203. (6) The peptide sequence is DDLMIRVIAQGPTAT. The MHC is HLA-DPA10103-DPB10401 with pseudo-sequence HLA-DPA10103-DPB10401. The binding affinity (normalized) is 0.126. (7) The peptide sequence is DVKFPGGGQIVGPVY. The MHC is HLA-DQA10501-DQB10301 with pseudo-sequence HLA-DQA10501-DQB10301. The binding affinity (normalized) is 0.684. (8) The MHC is HLA-DQA10102-DQB10604 with pseudo-sequence HLA-DQA10102-DQB10604. The peptide sequence is KWKLSGVERAN. The binding affinity (normalized) is 0.